From a dataset of Full USPTO retrosynthesis dataset with 1.9M reactions from patents (1976-2016). Predict the reactants needed to synthesize the given product. (1) The reactants are: Cl.[Cl:2][C:3]1[CH:23]=[CH:22][C:6]([O:7][C:8]2[CH:21]=[CH:20][C:11]([O:12][CH2:13][C@@H:14]3[CH2:19][CH2:18][CH2:17][CH2:16][NH:15]3)=[CH:10][CH:9]=2)=[CH:5][CH:4]=1.Br[CH2:25][CH2:26][C:27]([O:29][CH3:30])=[O:28].C(N(CC)CC)C. Given the product [CH3:30][O:29][C:27](=[O:28])[CH2:26][CH2:25][N:15]1[CH2:16][CH2:17][CH2:18][CH2:19][C@H:14]1[CH2:13][O:12][C:11]1[CH:20]=[CH:21][C:8]([O:7][C:6]2[CH:22]=[CH:23][C:3]([Cl:2])=[CH:4][CH:5]=2)=[CH:9][CH:10]=1, predict the reactants needed to synthesize it. (2) Given the product [CH3:19][C:20]1[C:24]([CH2:25][CH2:26][NH:27][C:2]2[C:3](=[O:18])[N:4]([CH:15]([CH3:17])[CH3:16])[S:5](=[O:14])(=[O:13])[C:6]=2[C:7]2[CH:12]=[CH:11][CH:10]=[CH:9][CH:8]=2)=[C:23]([CH3:28])[O:22][N:21]=1, predict the reactants needed to synthesize it. The reactants are: Cl[C:2]1[C:3](=[O:18])[N:4]([CH:15]([CH3:17])[CH3:16])[S:5](=[O:14])(=[O:13])[C:6]=1[C:7]1[CH:12]=[CH:11][CH:10]=[CH:9][CH:8]=1.[CH3:19][C:20]1[C:24]([CH2:25][CH2:26][NH2:27])=[C:23]([CH3:28])[O:22][N:21]=1. (3) Given the product [Cl:2][C:3]1[CH:4]=[CH:5][C:6]([S:11]([CH2:14][CH3:15])(=[O:13])=[O:12])=[C:7]([CH2:8][NH:9][C:21](=[O:22])[C:20]2[CH:24]=[CH:25][C:17]([OH:16])=[C:18]([C:26]([F:27])([F:28])[F:29])[CH:19]=2)[CH:10]=1, predict the reactants needed to synthesize it. The reactants are: Cl.[Cl:2][C:3]1[CH:4]=[CH:5][C:6]([S:11]([CH2:14][CH3:15])(=[O:13])=[O:12])=[C:7]([CH:10]=1)[CH2:8][NH2:9].[OH:16][C:17]1[CH:25]=[CH:24][C:20]([C:21](O)=[O:22])=[CH:19][C:18]=1[C:26]([F:29])([F:28])[F:27]. (4) Given the product [C:35]1([CH2:34][C:33]([NH:32][C:29]2[CH:30]=[CH:31][C:26]([C:23]3[CH:24]=[CH:25][C:20]([C:18]([NH:17][C@H:7]([C:6]([OH:42])=[O:5])[CH2:8][CH2:9][C:10]([OH:12])=[O:11])=[O:19])=[CH:21][CH:22]=3)=[CH:27][CH:28]=2)=[O:41])[CH:40]=[CH:39][CH:38]=[CH:37][CH:36]=1, predict the reactants needed to synthesize it. The reactants are: C([O:5][C:6](=[O:42])[CH:7]([NH:17][C:18]([C:20]1[CH:25]=[CH:24][C:23]([C:26]2[CH:31]=[CH:30][C:29]([NH:32][C:33](=[O:41])[CH2:34][C:35]3[CH:40]=[CH:39][CH:38]=[CH:37][CH:36]=3)=[CH:28][CH:27]=2)=[CH:22][CH:21]=1)=[O:19])[CH2:8][CH2:9][C:10]([O:12]C(C)(C)C)=[O:11])(C)(C)C.C(O)(C(F)(F)F)=O. (5) Given the product [Br:15][C:7]1[C:8]2[S:9][C:2]([CH3:1])=[CH:3][C:4]=2[NH:5][C:6]=1[C:10]([O:12][CH2:13][CH3:14])=[O:11], predict the reactants needed to synthesize it. The reactants are: [CH3:1][C:2]1[S:9][C:8]2[CH:7]=[C:6]([C:10]([O:12][CH2:13][CH3:14])=[O:11])[NH:5][C:4]=2[CH:3]=1.[Br:15]N1C(=O)CCC1=O.O. (6) The reactants are: C(OC(=O)[NH:7][C@@H:8]1[CH2:17][C@H:11]2[CH2:12][N:13]([C:15]#[N:16])[CH2:14][C@@:10]2([C:18]([N:20]2[CH2:29][CH2:28][C:27]3[C:22](=[CH:23][C:24]([C:30]([F:33])([F:32])[F:31])=[CH:25][CH:26]=3)[CH2:21]2)=[O:19])[CH2:9]1)(C)(C)C.C(O)(C(F)(F)F)=[O:36]. Given the product [NH2:7][C@@H:8]1[CH2:17][C@H:11]2[CH2:12][N:13]([C:15]([NH2:16])=[O:36])[CH2:14][C@@:10]2([C:18]([N:20]2[CH2:29][CH2:28][C:27]3[C:22](=[CH:23][C:24]([C:30]([F:32])([F:31])[F:33])=[CH:25][CH:26]=3)[CH2:21]2)=[O:19])[CH2:9]1, predict the reactants needed to synthesize it.